From a dataset of hERG potassium channel inhibition data for cardiac toxicity prediction from Karim et al.. Regression/Classification. Given a drug SMILES string, predict its toxicity properties. Task type varies by dataset: regression for continuous values (e.g., LD50, hERG inhibition percentage) or binary classification for toxic/non-toxic outcomes (e.g., AMES mutagenicity, cardiotoxicity, hepatotoxicity). Dataset: herg_karim. (1) The drug is Cc1nn(-c2ccccc2)nc1C(=O)N[C@@H]1COc2cccc(N3CCN(C)CC3)c2C1. The result is 1 (blocker). (2) The drug is COc1ccc(-n2c(=O)n(C3CCN(c4cc(N)ccn4)CC3)c3ncccc32)cc1. The result is 1 (blocker). (3) The molecule is c1ccc(-c2nnc(CN3CCN(Cc4nc5ccccc5s4)CC3)o2)cc1. The result is 0 (non-blocker). (4) The molecule is CC1(C)CC(NC(=O)CCO)c2cc(-c3ccc(Cl)cc3)c(-c3ccc(Cl)cc3Cl)nc2O1. The result is 1 (blocker). (5) The result is 0 (non-blocker). The compound is COc1cc(/C=C/c2nc3cc(S(C)(=O)=O)ccc3c(=O)[nH]2)ccc1-n1cnc(C)c1. (6) The result is 1 (blocker). The molecule is CCc1nc2cc3c(c(C)c2o1)CCN(CCSc1nnc(-c2cccc4nc(C)ccc24)n1C)CC3. (7) The molecule is Cc1c2c(n3c1CCCN1CCCCC1C(C)Nc1cc-3ccc1C(N)=O)CC(C)(C)CC2=O. The result is 1 (blocker). (8) The compound is CCCCCN(CCC12CC3CC(CC(C3)C1)C2)C(=O)NCCCc1ccncc1. The result is 0 (non-blocker).